This data is from Catalyst prediction with 721,799 reactions and 888 catalyst types from USPTO. The task is: Predict which catalyst facilitates the given reaction. Reactant: [F:1][C:2]([F:24])([F:23])[C:3]1[CH:4]=[C:5]([C:13]2[N:17]=[CH:16][N:15](/[CH:18]=[CH:19]\[C:20]([OH:22])=O)[N:14]=2)[CH:6]=[C:7]([C:9]([F:12])([F:11])[F:10])[CH:8]=1.[NH:25]([C:27]1[CH:36]=[N:35][C:34]2[C:29](=[CH:30][CH:31]=[CH:32][CH:33]=2)[N:28]=1)[NH2:26].C(P1(=O)OP(CCC)(=O)OP(CCC)(=O)O1)CC.CCN(C(C)C)C(C)C. Product: [F:23][C:2]([F:1])([F:24])[C:3]1[CH:4]=[C:5]([C:13]2[N:17]=[CH:16][N:15](/[CH:18]=[CH:19]\[C:20]([NH:26][NH:25][C:27]3[CH:36]=[N:35][C:34]4[C:29](=[CH:30][CH:31]=[CH:32][CH:33]=4)[N:28]=3)=[O:22])[N:14]=2)[CH:6]=[C:7]([C:9]([F:10])([F:12])[F:11])[CH:8]=1. The catalyst class is: 25.